From a dataset of Peptide-MHC class I binding affinity with 185,985 pairs from IEDB/IMGT. Regression. Given a peptide amino acid sequence and an MHC pseudo amino acid sequence, predict their binding affinity value. This is MHC class I binding data. (1) The peptide sequence is YVVSRRGDL. The MHC is HLA-B38:01 with pseudo-sequence HLA-B38:01. The binding affinity (normalized) is 0.0847. (2) The peptide sequence is AELLNIPFLY. The MHC is HLA-B44:02 with pseudo-sequence HLA-B44:02. The binding affinity (normalized) is 0.852. (3) The peptide sequence is KDMPGGYCL. The MHC is HLA-B44:02 with pseudo-sequence HLA-B44:02. The binding affinity (normalized) is 0.0150. (4) The peptide sequence is VPISSVASL. The MHC is HLA-B35:01 with pseudo-sequence HLA-B35:01. The binding affinity (normalized) is 0.820. (5) The peptide sequence is WQVTWIPEW. The MHC is Mamu-B3901 with pseudo-sequence Mamu-B3901. The binding affinity (normalized) is 0.524.